This data is from Reaction yield outcomes from USPTO patents with 853,638 reactions. The task is: Predict the reaction yield, written as a fraction of the theoretical maximum amount of product (1.0 means a 100% yield; for example, 0.34 means a 34% yield). (1) The reactants are [NH2:1][C:2]1[CH:3]=[C:4]([CH:19]=[CH:20][C:21]=1[NH2:22])[O:5][CH2:6][CH2:7][CH2:8][N:9]1[CH2:18][CH2:17][C:16]2[C:11](=[CH:12][CH:13]=[CH:14][CH:15]=2)[CH2:10]1.C1N=CN([C:28](N2C=NC=C2)=[O:29])C=1. The catalyst is C1(C)C=CC=CC=1. The product is [O:29]=[C:28]1[N:22]=[C:21]2[CH:20]=[CH:19][C:4]([O:5][CH2:6][CH2:7][CH2:8][N:9]3[CH2:18][CH2:17][C:16]4[C:11](=[CH:12][CH:13]=[CH:14][CH:15]=4)[CH2:10]3)=[CH:3][C:2]2=[N:1]1. The yield is 0.480. (2) The reactants are [Cl:1][C:2]1[N:3]=[C:4]2[C:9](=[CH:10][CH:11]=1)[N:8]=[CH:7][C:6]([C:12](=[O:14])[CH3:13])=[C:5]2[NH:15][C@H:16]1[CH2:21][CH2:20][C@H:19]([N:22]([CH3:24])[CH3:23])[CH2:18][CH2:17]1.[Cl:25][C:26]1[CH:31]=[C:30](B2OC(C)(C)C(C)(C)O2)[CH:29]=[C:28]([Cl:41])[C:27]=1[OH:42].C1(N)C(F)=C(F)C(F)=C(N)C=1F.Cl.Cl. No catalyst specified. The product is [ClH:1].[ClH:25].[Cl:25][C:26]1[CH:31]=[C:30]([C:2]2[N:3]=[C:4]3[C:9](=[CH:10][CH:11]=2)[N:8]=[CH:7][C:6]([C:12](=[O:14])[CH3:13])=[C:5]3[NH:15][C@H:16]2[CH2:21][CH2:20][C@H:19]([N:22]([CH3:24])[CH3:23])[CH2:18][CH2:17]2)[CH:29]=[C:28]([Cl:41])[C:27]=1[OH:42]. The yield is 0.900. (3) The reactants are [CH3:1][O:2][C:3]([C:5]1[S:6][C:7]([CH3:11])=[CH:8][C:9]=1Br)=[O:4].[Cu](C#N)[C:13]#[N:14]. The catalyst is CN1C(=O)CCC1.CCOC(C)=O. The product is [CH3:1][O:2][C:3]([C:5]1[S:6][C:7]([CH3:11])=[CH:8][C:9]=1[C:13]#[N:14])=[O:4]. The yield is 0.740. (4) The product is [CH3:12][N:13]1[CH2:14][CH2:15][N:16]([C:19]2[N:20]=[CH:21][C:22]([C:3]3[C:4]4[C:9](=[CH:8][C:7]([CH:10]=[O:11])=[CH:6][CH:5]=4)[NH:1][N:2]=3)=[CH:23][N:24]=2)[CH2:17][CH2:18]1. The yield is 0.800. The reactants are [NH:1]1[C:9]2[C:4](=[CH:5][CH:6]=[C:7]([CH:10]=[O:11])[CH:8]=2)[CH:3]=[N:2]1.[CH3:12][N:13]1[CH2:18][CH2:17][N:16]([C:19]2[N:24]=[CH:23][C:22](B3OC(C)(C)C(C)(C)O3)=[CH:21][N:20]=2)[CH2:15][CH2:14]1.C([O-])([O-])=O.[Na+].[Na+]. The catalyst is COCCOC.O.CCO.C1C=CC([P]([Pd]([P](C2C=CC=CC=2)(C2C=CC=CC=2)C2C=CC=CC=2)([P](C2C=CC=CC=2)(C2C=CC=CC=2)C2C=CC=CC=2)[P](C2C=CC=CC=2)(C2C=CC=CC=2)C2C=CC=CC=2)(C2C=CC=CC=2)C2C=CC=CC=2)=CC=1. (5) The reactants are Br[CH2:2][C:3]1[CH:8]=[CH:7][CH:6]=[C:5]([F:9])[C:4]=1[F:10].[Na].[C:12]([O:18][CH2:19][CH3:20])(=[O:17])[CH2:13][C:14]([CH3:16])=[O:15]. The catalyst is O1CCCC1. The product is [F:10][C:4]1[C:5]([F:9])=[CH:6][CH:7]=[CH:8][C:3]=1[CH2:2][CH:13]([C:14](=[O:15])[CH3:16])[C:12]([O:18][CH2:19][CH3:20])=[O:17]. The yield is 0.790.